Dataset: Merck oncology drug combination screen with 23,052 pairs across 39 cell lines. Task: Regression. Given two drug SMILES strings and cell line genomic features, predict the synergy score measuring deviation from expected non-interaction effect. (1) Drug 1: CC(=O)OC1C(=O)C2(C)C(O)CC3OCC3(OC(C)=O)C2C(OC(=O)c2ccccc2)C2(O)CC(OC(=O)C(O)C(NC(=O)c3ccccc3)c3ccccc3)C(C)=C1C2(C)C. Drug 2: CNC(=O)c1cc(Oc2ccc(NC(=O)Nc3ccc(Cl)c(C(F)(F)F)c3)cc2)ccn1. Cell line: OV90. Synergy scores: synergy=8.62. (2) Drug 1: CC1CC2C3CCC4=CC(=O)C=CC4(C)C3(F)C(O)CC2(C)C1(O)C(=O)CO. Drug 2: COC1=C2CC(C)CC(OC)C(O)C(C)C=C(C)C(OC(N)=O)C(OC)C=CC=C(C)C(=O)NC(=CC1=O)C2=O. Cell line: T47D. Synergy scores: synergy=-30.1. (3) Drug 1: CCC1(O)C(=O)OCc2c1cc1n(c2=O)Cc2cc3c(CN(C)C)c(O)ccc3nc2-1. Drug 2: CCc1cnn2c(NCc3ccc[n+]([O-])c3)cc(N3CCCCC3CCO)nc12. Cell line: A2780. Synergy scores: synergy=-0.664.